Dataset: Forward reaction prediction with 1.9M reactions from USPTO patents (1976-2016). Task: Predict the product of the given reaction. (1) The product is: [CH2:1]([N:8]([CH2:21][C:22]1[CH:23]=[CH:24][C:25]([O:26][C:27]2[CH:28]=[CH:29][C:30]([CH2:33][CH2:34][CH2:35][C:36]([NH:41][C@H:42]([C:50]([OH:52])=[O:51])[CH2:43][C:44]3[CH:45]=[CH:46][CH:47]=[CH:48][CH:49]=3)=[O:37])=[CH:31][CH:32]=2)=[CH:39][CH:40]=1)[C:9]1[CH:14]=[CH:13][CH:12]=[C:11]([NH:15][S:16]([CH3:19])(=[O:17])=[O:18])[C:10]=1[CH3:20])[C:2]1[CH:3]=[CH:4][CH:5]=[CH:6][CH:7]=1. Given the reactants [CH2:1]([N:8]([CH2:21][C:22]1[CH:40]=[CH:39][C:25]([O:26][C:27]2[CH:32]=[CH:31][C:30]([CH2:33][CH2:34][CH2:35][C:36](O)=[O:37])=[CH:29][CH:28]=2)=[CH:24][CH:23]=1)[C:9]1[CH:14]=[CH:13][CH:12]=[C:11]([NH:15][S:16]([CH3:19])(=[O:18])=[O:17])[C:10]=1[CH3:20])[C:2]1[CH:7]=[CH:6][CH:5]=[CH:4][CH:3]=1.[NH2:41][C@H:42]([C:50]([O:52]C(C)(C)C)=[O:51])[CH2:43][C:44]1[CH:49]=[CH:48][CH:47]=[CH:46][CH:45]=1.Cl, predict the reaction product. (2) Given the reactants Br[CH2:2][C:3]#[N:4].[C:5]1([CH2:15][N:16]2[C:25](=[O:26])[C:24]3[N:23]([CH2:27][C:28]#[C:29][CH3:30])[C:22]([N:31]4[CH2:36][CH2:35][CH2:34][CH:33]([NH:37][C:38]([O:40][C:41]([CH3:44])([CH3:43])[CH3:42])=[O:39])[CH2:32]4)=[N:21][C:20]=3[NH:19][C:17]2=[O:18])[C:14]2[C:9](=[CH:10][CH:11]=[CH:12][CH:13]=2)[CH:8]=[CH:7][CH:6]=1.C(=O)([O-])[O-].[K+].[K+].O, predict the reaction product. The product is: [C:5]1([CH2:15][N:16]2[C:25](=[O:26])[C:24]3[N:23]([CH2:27][C:28]#[C:29][CH3:30])[C:22]([N:31]4[CH2:36][CH2:35][CH2:34][CH:33]([NH:37][C:38]([O:40][C:41]([CH3:44])([CH3:43])[CH3:42])=[O:39])[CH2:32]4)=[N:21][C:20]=3[N:19]([CH2:2][C:3]#[N:4])[C:17]2=[O:18])[C:14]2[C:9](=[CH:10][CH:11]=[CH:12][CH:13]=2)[CH:8]=[CH:7][CH:6]=1.